From a dataset of Full USPTO retrosynthesis dataset with 1.9M reactions from patents (1976-2016). Predict the reactants needed to synthesize the given product. (1) Given the product [CH:1]1([O:4][C:5]2[CH:6]=[C:7]([C:15]3[N:32]([CH2:33][O:34][CH2:35][CH2:36][Si:37]([CH3:40])([CH3:39])[CH3:38])[C:18]4[CH:19]=[N:20][N:21]([CH2:24][O:25][CH2:26][CH2:27][Si:28]([CH3:31])([CH3:29])[CH3:30])[C:22](=[O:23])[C:17]=4[C:16]=3[CH:41]([OH:42])[CH:43]=[CH2:44])[CH:8]=[CH:9][C:10]=2[O:11][CH:12]([F:13])[F:14])[CH2:2][CH2:3]1, predict the reactants needed to synthesize it. The reactants are: [CH:1]1([O:4][C:5]2[CH:6]=[C:7]([C:15]3[N:32]([CH2:33][O:34][CH2:35][CH2:36][Si:37]([CH3:40])([CH3:39])[CH3:38])[C:18]4[CH:19]=[N:20][N:21]([CH2:24][O:25][CH2:26][CH2:27][Si:28]([CH3:31])([CH3:30])[CH3:29])[C:22](=[O:23])[C:17]=4[C:16]=3[CH:41]=[O:42])[CH:8]=[CH:9][C:10]=2[O:11][CH:12]([F:14])[F:13])[CH2:3][CH2:2]1.[C:43]([Mg]Br)#[CH:44]. (2) Given the product [F:1][C:2]1[CH:7]=[C:6]([F:8])[CH:5]=[CH:4][C:3]=1[N:9]1[C:17](=[O:18])[C:16]2[C@@H:15]3[C:19]([CH3:21])([CH3:20])[C@@:12]([CH3:22])([CH2:13][CH2:14]3)[C:11]=2[N:10]1[CH2:27][C:26]1[CH:29]=[CH:30][CH:31]=[CH:32][C:25]=1[C:24]([F:23])([F:33])[F:34], predict the reactants needed to synthesize it. The reactants are: [F:1][C:2]1[CH:7]=[C:6]([F:8])[CH:5]=[CH:4][C:3]=1[N:9]1[C:17](=[O:18])[C:16]2[C@@H:15]3[C:19]([CH3:21])([CH3:20])[C@@:12]([CH3:22])([CH2:13][CH2:14]3)[C:11]=2[NH:10]1.[F:23][C:24]([F:34])([F:33])[C:25]1[CH:32]=[CH:31][CH:30]=[CH:29][C:26]=1[CH2:27]Br.ClCCl. (3) Given the product [CH2:7]([S:8]([N:13]1[CH:14]([C:18]([O:20][CH2:21][CH2:22][CH2:23][CH2:24][C:25]2[CH:26]=[CH:27][CH:28]=[CH:29][CH:30]=2)=[O:19])[CH2:15][CH2:16][CH2:17][NH:12]1)(=[O:10])=[O:9])[C:1]1[CH:6]=[CH:5][CH:4]=[CH:3][CH:2]=1, predict the reactants needed to synthesize it. The reactants are: [C:1]1([CH2:7][S:8](Cl)(=[O:10])=[O:9])[CH:6]=[CH:5][CH:4]=[CH:3][CH:2]=1.[NH:12]1[CH2:17][CH2:16][CH2:15][CH:14]([C:18]([O:20][CH2:21][CH2:22][CH2:23][CH2:24][C:25]2[CH:30]=[CH:29][CH:28]=[CH:27][CH:26]=2)=[O:19])[NH:13]1.C(N(CC)CC)C. (4) Given the product [Cl:1][C:2]1[CH:13]=[C:12]([Cl:14])[CH:11]=[CH:10][C:3]=1[CH2:4][CH:5]([C:6]#[N:7])[C:8]#[N:9], predict the reactants needed to synthesize it. The reactants are: [Cl:1][C:2]1[CH:13]=[C:12]([Cl:14])[CH:11]=[CH:10][C:3]=1[CH:4]=[C:5]([C:8]#[N:9])[C:6]#[N:7].O1CCCC1.[BH4-].[Na+].C(C(CC1C=CC(Br)=CC=1)(C#N)C#N)C=C.